Predict the reaction yield, written as a fraction of the theoretical maximum amount of product (1.0 means a 100% yield; for example, 0.34 means a 34% yield). From a dataset of Reaction yield outcomes from USPTO patents with 853,638 reactions. (1) The yield is 0.0700. The reactants are [CH2:1]([O:8][C:9]([NH:11][C:12]([C:19]([O:21][CH2:22][CH3:23])=[O:20])([C:17]#[N:18])[CH2:13][C:14]([O-:16])=[O:15])=[O:10])[C:2]1[CH:7]=[CH:6][CH:5]=[CH:4][CH:3]=1.CC(=N[OH:28])C.C1([CH:35]([CH3:37])C)C=CC=CC=1. The product is [CH2:1]([O:8][C:9]([NH:11][CH:12]([C:17]#[N:18])[C:19]([O:21][CH2:22][CH3:23])=[O:20])=[O:10])[C:2]1[CH:7]=[CH:6][CH:5]=[CH:4][CH:3]=1.[CH2:1]([O:8][C:9]([NH:11][C:12]([C:17](=[O:28])[NH2:18])([C:19]([O:21][CH2:22][CH3:23])=[O:20])[CH2:13][C:14]([O:16][CH2:35][CH3:37])=[O:15])=[O:10])[C:2]1[CH:3]=[CH:4][CH:5]=[CH:6][CH:7]=1.[CH2:1]([O:8][C:9]([NH:11][C:12]1([C:19]([O:21][CH2:22][CH3:23])=[O:20])[CH2:13][C:14](=[O:15])[NH:18][C:17]1=[O:28])=[O:10])[C:2]1[CH:7]=[CH:6][CH:5]=[CH:4][CH:3]=1. The catalyst is [Cl-].[Zn+2].[Cl-].O. (2) The reactants are [Br:1][C:2]1[CH:7]=[CH:6][C:5]([CH3:8])=[CH:4][C:3]=1I.C([Mg]Cl)(C)C.[F:15][CH2:16][C:17](=[O:20])[CH2:18][F:19].CC(=O)OCC. The yield is 0.530. The product is [Br:1][C:2]1[CH:7]=[CH:6][C:5]([CH3:8])=[CH:4][C:3]=1[C:17]([OH:20])([CH2:18][F:19])[CH2:16][F:15]. The catalyst is C1COCC1. (3) The reactants are C(N(CC)CC)C.I[C:9]1[CH:14]=[N:13][CH:12]=[CH:11][N:10]=1.[C:15]([O:19][CH2:20][CH3:21])(=[O:18])[CH2:16][CH3:17]. The catalyst is O1CCCC1.C(OCC)C.[Br-].[Zn+2].[Br-].[Pd].C1(P(C2C=CC=CC=2)C2C=CC=CC=2)C=CC=CC=1.C1(P(C2C=CC=CC=2)C2C=CC=CC=2)C=CC=CC=1.C1(P(C2C=CC=CC=2)C2C=CC=CC=2)C=CC=CC=1.C1(P(C2C=CC=CC=2)C2C=CC=CC=2)C=CC=CC=1. The product is [CH2:20]([O:19][C:15](=[O:18])[C:16]#[C:17][C:9]1[CH:14]=[N:13][CH:12]=[CH:11][N:10]=1)[CH3:21]. The yield is 0.520. (4) The reactants are C(OC[N:10]1[C:18]2[C:17]([O:19]C)=[N:16][CH:15]=[N:14][C:13]=2[C:12]([C@@H:21]2[N:25](C(OC(C)(C)C)=O)[C@@H:24]3[CH2:33][O:34][Si](C(C)C)(C(C)C)O[Si](C(C)C)(C(C)C)[O:38][C@H:23]3[C@@H:22]2[OH:51])=[CH:11]1)C1C=CC=CC=1.[ClH:52]. No catalyst specified. The product is [ClH:52].[OH:51][C@H:22]1[C@H:23]([OH:38])[C@@H:24]([CH2:33][OH:34])[NH:25][C@H:21]1[C:12]1[C:13]2[N:14]=[CH:15][NH:16][C:17](=[O:19])[C:18]=2[NH:10][CH:11]=1. The yield is 0.430. (5) The yield is 0.840. The catalyst is C1COCC1.O. The product is [F:12][C:6]1[CH:5]=[C:4]([C:2](=[O:3])[CH2:1][C:13](=[O:18])[C:14]([OH:16])=[O:15])[CH:9]=[CH:8][C:7]=1[O:10][CH3:11]. The reactants are [CH3:1][C:2]([C:4]1[CH:9]=[CH:8][C:7]([O:10][CH3:11])=[C:6]([F:12])[CH:5]=1)=[O:3].[C:13](OC)(=[O:18])[C:14]([O:16]C)=[O:15].CCC([O-])(C)C.[K+].C1(C)C=CC=CC=1. (6) The reactants are [F:1][C:2]1[CH:7]=[CH:6][C:5]([C:8]2[C:16]3[C:11](=[CH:12][CH:13]=[C:14]([NH2:17])[CH:15]=3)[N:10](COCCOC)[N:9]=2)=[CH:4][CH:3]=1.[C:24](Cl)(=[O:31])[C:25]1[CH:30]=[CH:29][CH:28]=[CH:27][CH:26]=1.O.N1C=CC=C[CH:35]=1. No catalyst specified. The product is [F:1][C:2]1[CH:3]=[CH:4][C:5]([C:8]2[C:16]3[C:11](=[CH:12][CH:13]=[C:14]([NH:17][C:24]([C:25]4[CH:30]=[CH:29][CH:28]=[CH:27][C:26]=4[CH3:35])=[O:31])[CH:15]=3)[NH:10][N:9]=2)=[CH:6][CH:7]=1. The yield is 0.190. (7) The reactants are [K].[F:2][C:3]1[CH:10]=[CH:9][C:8]([C:11]2[N:12]=[C:13]([CH:23]([CH3:25])[CH3:24])[NH:14][C:15]=2[C:16]2[CH:21]=[CH:20][CH:19]=[C:18]([CH3:22])[N:17]=2)=[CH:7][C:4]=1[C:5]#[N:6].[O:26]1CCOCC1. No catalyst specified. The product is [F:2][C:3]1[CH:10]=[CH:9][C:8]([C:11]2[N:12]=[C:13]([CH:23]([CH3:25])[CH3:24])[NH:14][C:15]=2[C:16]2[CH:21]=[CH:20][CH:19]=[C:18]([CH3:22])[N:17]=2)=[CH:7][C:4]=1[C:5]([NH2:6])=[O:26]. The yield is 0.600. (8) The reactants are C([O:5][C:6](=[O:45])[CH:7]([NH:21][C:22]1[C:27]([NH:28][CH2:29][S:30]([C:33]2[CH:38]=[CH:37][C:36]([F:39])=[CH:35][CH:34]=2)(=[O:32])=[O:31])=[CH:26][N:25]=[C:24]([N:40]([CH2:43][CH3:44])[CH2:41][CH3:42])[N:23]=1)[CH2:8][C:9]1[CH:14]=[CH:13][C:12]([O:15][C:16](=[O:20])[N:17]([CH3:19])[CH3:18])=[CH:11][CH:10]=1)(C)(C)C.[ClH:46]. The catalyst is C(O)=O. The product is [ClH:46].[CH2:43]([N:40]([CH2:41][CH3:42])[C:24]1[N:23]=[C:22]([NH:21][CH:7]([CH2:8][C:9]2[CH:14]=[CH:13][C:12]([O:15][C:16](=[O:20])[N:17]([CH3:18])[CH3:19])=[CH:11][CH:10]=2)[C:6]([OH:45])=[O:5])[C:27]([NH:28][CH2:29][S:30]([C:33]2[CH:38]=[CH:37][C:36]([F:39])=[CH:35][CH:34]=2)(=[O:31])=[O:32])=[CH:26][N:25]=1)[CH3:44]. The yield is 0.960. (9) The reactants are I[C:2]1[C:10]2[O:9][CH2:8][C:7](=[O:11])[C:6]=2[CH:5]=[CH:4][C:3]=1[O:12][CH3:13].[CH3:14][C:15]([N:19]1[CH2:24][CH2:23][N:22]([C:25]([O:27][C:28]([CH3:31])([CH3:30])[CH3:29])=[O:26])[CH2:21][CH2:20]1)([C:17]#[CH:18])[CH3:16]. The catalyst is C(N(CC)CC)C.Cl[Pd](Cl)([P](C1C=CC=CC=1)(C1C=CC=CC=1)C1C=CC=CC=1)[P](C1C=CC=CC=1)(C1C=CC=CC=1)C1C=CC=CC=1.[Cu]I. The product is [CH3:13][O:12][C:3]1[CH:4]=[CH:5][C:6]2[C:7](=[O:11])[CH2:8][O:9][C:10]=2[C:2]=1[C:18]#[C:17][C:15]([N:19]1[CH2:20][CH2:21][N:22]([C:25]([O:27][C:28]([CH3:31])([CH3:30])[CH3:29])=[O:26])[CH2:23][CH2:24]1)([CH3:16])[CH3:14]. The yield is 0.300.